This data is from Full USPTO retrosynthesis dataset with 1.9M reactions from patents (1976-2016). The task is: Predict the reactants needed to synthesize the given product. Given the product [NH:32]1[C:4]2[C:9](=[CH:8][CH:7]=[C:6](/[CH:10]=[C:11]3/[C:12](=[O:20])[NH:13][C:14]4[C:19]/3=[CH:18][CH:17]=[CH:16][CH:15]=4)[CH:5]=2)[CH:39]=[N:31]1, predict the reactants needed to synthesize it. The reactants are: N1[C:9]2[C:4](=[CH:5][C:6](/[CH:10]=[C:11]3/[C:12](=[O:20])[NH:13][C:14]4[C:19]/3=[CH:18][CH:17]=[CH:16][CH:15]=4)=[CH:7][CH:8]=2)C=N1.N1C2C(=CC=CC=2)CC1=O.[NH:31]1[C:39]2C(=CC=C(C=O)C=2)C=[N:32]1.